This data is from CYP2D6 inhibition data for predicting drug metabolism from PubChem BioAssay. The task is: Regression/Classification. Given a drug SMILES string, predict its absorption, distribution, metabolism, or excretion properties. Task type varies by dataset: regression for continuous measurements (e.g., permeability, clearance, half-life) or binary classification for categorical outcomes (e.g., BBB penetration, CYP inhibition). Dataset: cyp2d6_veith. The drug is CCOC(=O)N1CCN(S(=O)(=O)Cc2ccccc2)CC1. The result is 0 (non-inhibitor).